From a dataset of Forward reaction prediction with 1.9M reactions from USPTO patents (1976-2016). Predict the product of the given reaction. (1) Given the reactants C(O[C:4]1[CH:5]=[C:6]2[C:11](=[CH:12][C:13]=1[S:14](Cl)(=[O:16])=[O:15])[CH2:10][N:9]([C:18](=O)[C:19](F)(F)F)[CH2:8][CH2:7]2)C.[F-:24].[K+].C(=O)(O)[O-].[Na+], predict the reaction product. The product is: [F:24][C:4]1[CH:5]=[CH:6][C:11]([S:14]([C:13]2[C:4]([N:9]([CH3:10])[CH3:8])=[CH:5][C:6]3[CH2:7][CH2:8][N:9]([CH3:10])[CH2:18][CH2:19][C:11]=3[CH:12]=2)(=[O:15])=[O:16])=[CH:12][CH:13]=1. (2) The product is: [F:40][C:41]1[CH:42]=[C:43]([CH:59]=[CH:60][CH:61]=1)[CH2:44][N:45]1[CH:49]=[C:48]([C:2]2[C:10]3[C:5](=[N:6][CH:7]=[C:8]([C:11]4[N:16]=[CH:15][C:14]([N:17]5[CH2:22][CH2:21][N:20]([C:23]([O:25][C:26]([CH3:29])([CH3:28])[CH3:27])=[O:24])[CH2:19][CH2:18]5)=[CH:13][CH:12]=4)[CH:9]=3)[N:4]([S:30]([C:33]3[CH:39]=[CH:38][C:36]([CH3:37])=[CH:35][CH:34]=3)(=[O:32])=[O:31])[CH:3]=2)[CH:47]=[N:46]1. Given the reactants I[C:2]1[C:10]2[C:5](=[N:6][CH:7]=[C:8]([C:11]3[N:16]=[CH:15][C:14]([N:17]4[CH2:22][CH2:21][N:20]([C:23]([O:25][C:26]([CH3:29])([CH3:28])[CH3:27])=[O:24])[CH2:19][CH2:18]4)=[CH:13][CH:12]=3)[CH:9]=2)[N:4]([S:30]([C:33]2[CH:39]=[CH:38][C:36]([CH3:37])=[CH:35][CH:34]=2)(=[O:32])=[O:31])[CH:3]=1.[F:40][C:41]1[CH:42]=[C:43]([CH:59]=[CH:60][CH:61]=1)[CH2:44][N:45]1[CH:49]=[C:48](B2OC(C)(C)C(C)(C)O2)[CH:47]=[N:46]1.C(=O)([O-])[O-].[Na+].[Na+], predict the reaction product. (3) Given the reactants N[C:2]1[CH:7]=[CH:6][C:5]([N:8]2[CH:12]=[C:11]([C:13]([O:15][CH2:16][CH3:17])=[O:14])[N:10]=[C:9]2[S:18][C:19]2[CH:24]=[CH:23][C:22](N)=[CH:21][CH:20]=2)=[CH:4][CH:3]=1.N([O-])=O.[Na+].[PH2](O)=O, predict the reaction product. The product is: [C:5]1([N:8]2[CH:12]=[C:11]([C:13]([O:15][CH2:16][CH3:17])=[O:14])[N:10]=[C:9]2[S:18][C:19]2[CH:20]=[CH:21][CH:22]=[CH:23][CH:24]=2)[CH:4]=[CH:3][CH:2]=[CH:7][CH:6]=1. (4) Given the reactants [F:1][C:2]([F:30])([F:29])[C:3]1[CH:4]=[CH:5][C:6]2[O:10][C:9]([C:11]3[CH:16]=[CH:15][N:14]=[CH:13][C:12]=3[N:17]3C(=O)C4=CC=CC=C4C3=O)=[N:8][C:7]=2[CH:28]=1.O.NN, predict the reaction product. The product is: [NH2:17][C:12]1[CH:13]=[N:14][CH:15]=[CH:16][C:11]=1[C:9]1[O:10][C:6]2[CH:5]=[CH:4][C:3]([C:2]([F:30])([F:29])[F:1])=[CH:28][C:7]=2[N:8]=1.